Dataset: Catalyst prediction with 721,799 reactions and 888 catalyst types from USPTO. Task: Predict which catalyst facilitates the given reaction. (1) Reactant: C([O:4][C@H:5]([CH3:24])[CH2:6][CH2:7][CH2:8][CH2:9][N:10]1[C:19](=[O:20])[C:18]2[N:17]([CH3:21])[C:16]([Br:22])=[N:15][C:14]=2[N:13]([CH3:23])[C:11]1=[O:12])(=O)C.Cl. Product: [Br:22][C:16]1[N:17]([CH3:21])[C:18]2[C:19](=[O:20])[N:10]([CH2:9][CH2:8][CH2:7][CH2:6][C@H:5]([OH:4])[CH3:24])[C:11](=[O:12])[N:13]([CH3:23])[C:14]=2[N:15]=1. The catalyst class is: 275. (2) Reactant: [NH:1]([C:8](=[O:24])[CH2:9][N:10]1[CH2:15][CH2:14][CH:13]([NH:16]C(=O)OC(C)(C)C)[CH2:12][CH2:11]1)[C:2]1[CH:7]=[CH:6][CH:5]=[CH:4][CH:3]=1.[C:25]([OH:31])([C:27]([F:30])([F:29])[F:28])=[O:26]. Product: [NH2:16][CH:13]1[CH2:14][CH2:15][N:10]([CH2:9][C:8]([NH:1][C:2]2[CH:7]=[CH:6][CH:5]=[CH:4][CH:3]=2)=[O:24])[CH2:11][CH2:12]1.[C:25]([OH:31])([C:27]([F:30])([F:29])[F:28])=[O:26]. The catalyst class is: 2. (3) Reactant: [CH:1]1([N:4]([CH2:37][C:38]2[C:47]3[C:42](=[CH:43][CH:44]=[CH:45][CH:46]=3)[N:41]=[CH:40][CH:39]=2)[C:5](=[O:36])[CH:6]([CH2:16][C:17]2[CH:22]=[CH:21][C:20]([O:23][CH2:24][CH2:25][O:26][C:27]3[C:32]([Cl:33])=[CH:31][C:30]([CH3:34])=[CH:29][C:28]=3[Cl:35])=[CH:19][CH:18]=2)[CH2:7][NH:8]C(=O)OC(C)(C)C)[CH2:3][CH2:2]1.Cl. Product: [NH2:8][CH2:7][CH:6]([CH2:16][C:17]1[CH:22]=[CH:21][C:20]([O:23][CH2:24][CH2:25][O:26][C:27]2[C:32]([Cl:33])=[CH:31][C:30]([CH3:34])=[CH:29][C:28]=2[Cl:35])=[CH:19][CH:18]=1)[C:5]([N:4]([CH:1]1[CH2:2][CH2:3]1)[CH2:37][C:38]1[C:47]2[C:42](=[CH:43][CH:44]=[CH:45][CH:46]=2)[N:41]=[CH:40][CH:39]=1)=[O:36]. The catalyst class is: 2. (4) Reactant: [NH2:1][C:2]1[N:7]=[CH:6][N:5]=[C:4]2[N:8]([CH2:25][C@@H:26]3[CH2:30][CH2:29][CH2:28][N:27]3[C:31](=[O:49])[C:32]([C:47]#[N:48])=[CH:33][C:34]([N:37]([CH2:45][CH3:46])C(=O)OC(C)(C)C)([CH3:36])[CH3:35])[N:9]=[C:10]([C:11]3[CH:16]=[CH:15][C:14]([O:17][C:18]4[CH:23]=[CH:22][CH:21]=[CH:20][CH:19]=4)=[CH:13][C:12]=3[F:24])[C:3]=12.C(O)(C(F)(F)F)=O. Product: [NH2:1][C:2]1[N:7]=[CH:6][N:5]=[C:4]2[N:8]([CH2:25][C@@H:26]3[CH2:30][CH2:29][CH2:28][N:27]3[C:31]([C:32](=[CH:33][C:34]([NH:37][CH2:45][CH3:46])([CH3:35])[CH3:36])[C:47]#[N:48])=[O:49])[N:9]=[C:10]([C:11]3[CH:16]=[CH:15][C:14]([O:17][C:18]4[CH:19]=[CH:20][CH:21]=[CH:22][CH:23]=4)=[CH:13][C:12]=3[F:24])[C:3]=12. The catalyst class is: 2.